This data is from Full USPTO retrosynthesis dataset with 1.9M reactions from patents (1976-2016). The task is: Predict the reactants needed to synthesize the given product. (1) Given the product [N+:1]([C:4]1[CH:5]=[C:6]([C:10]2[N:14]=[N:15][NH:16][N:11]=2)[CH:7]=[CH:8][CH:9]=1)([O-:3])=[O:2], predict the reactants needed to synthesize it. The reactants are: [N+:1]([C:4]1[CH:5]=[C:6]([C:10]#[N:11])[CH:7]=[CH:8][CH:9]=1)([O-:3])=[O:2].[Cl-].[NH4+].[N-:14]=[N+:15]=[N-:16].[Na+].Cl. (2) The reactants are: [O:1]1[CH2:6][CH2:5][CH:4]([N:7]2[C:19]3[CH:18]=[C:17]([C:20]([OH:22])=O)[CH:16]=[CH:15][C:14]=3[C:13]3[C:8]2=[CH:9][CH:10]=[CH:11][CH:12]=3)[CH2:3][CH2:2]1.CC[N:25]=[C:26]=[N:27]CCCN(C)C.Cl.[CH:35]1C=[CH:37][C:38]2[N:43](O)[N:42]=N[C:39]=2[CH:40]=1.CCN(C(C)C)C(C)C. Given the product [NH2:27]/[C:26](/[N:43]1[C:38]([CH3:37])=[CH:39][C:40]([CH3:35])=[N:42]1)=[N:25]/[C:20]([C:17]1[CH:16]=[CH:15][C:14]2[C:13]3[C:8](=[CH:9][CH:10]=[CH:11][CH:12]=3)[N:7]([CH:4]3[CH2:5][CH2:6][O:1][CH2:2][CH2:3]3)[C:19]=2[CH:18]=1)=[O:22], predict the reactants needed to synthesize it. (3) The reactants are: C1(P(C2C=CC=CC=2)C2C=CC=CC=2)C=CC=CC=1.N(C(OC(C)C)=O)=NC(OC(C)C)=O.[Cl:34][C:35]1[CH:40]=[CH:39][C:38]([S:41]([NH:44][C@H:45]([C:49]2[CH:54]=[CH:53][CH:52]=[CH:51][CH:50]=2)[C:46]([NH2:48])=[O:47])(=[O:43])=[O:42])=[CH:37][CH:36]=1.[CH3:55][O:56][C:57](=[O:66])[C:58]1[CH:63]=[CH:62][C:61]([CH2:64]O)=[CH:60][CH:59]=1. Given the product [CH3:55][O:56][C:57](=[O:66])[C:58]1[CH:63]=[CH:62][C:61]([CH2:64][N:44]([C@@H:45]([C:46](=[O:47])[NH2:48])[C:49]2[CH:50]=[CH:51][CH:52]=[CH:53][CH:54]=2)[S:41]([C:38]2[CH:39]=[CH:40][C:35]([Cl:34])=[CH:36][CH:37]=2)(=[O:42])=[O:43])=[CH:60][CH:59]=1, predict the reactants needed to synthesize it.